From a dataset of Forward reaction prediction with 1.9M reactions from USPTO patents (1976-2016). Predict the product of the given reaction. (1) Given the reactants [CH2:1]([O:8][C:9]([N:11]1[CH2:20][CH2:19][C:18]2[C:13](=[CH:14][CH:15]=[CH:16][CH:17]=2)[C@H:12]1[C:21]1[CH:26]=[C:25]([Cl:27])[CH:24]=[CH:23][C:22]=1[O:28][CH2:29][C:30]([NH:32][NH2:33])=[O:31])=[O:10])[C:2]1[CH:7]=[CH:6][CH:5]=[CH:4][CH:3]=1.CCN(CC)CC.[C:41](N1C=CN=C1)(N1C=CN=C1)=[O:42], predict the reaction product. The product is: [CH2:1]([O:8][C:9]([N:11]1[CH2:20][CH2:19][C:18]2[C:13](=[CH:14][CH:15]=[CH:16][CH:17]=2)[C@H:12]1[C:21]1[CH:26]=[C:25]([Cl:27])[CH:24]=[CH:23][C:22]=1[O:28][CH2:29][C:30]1[O:31][C:41](=[O:42])[NH:33][N:32]=1)=[O:10])[C:2]1[CH:7]=[CH:6][CH:5]=[CH:4][CH:3]=1. (2) Given the reactants CC(OC(/N=N/C(OC(C)C)=O)=O)C.[Cl:15][C:16]1[CH:21]=[CH:20][C:19]([OH:22])=[C:18]([B:23]2[O:27]C(C)(C)C(C)(C)[O:24]2)[CH:17]=1.C1(P(C2C=CC=CC=2)C2C=CC=CC=2)C=CC=CC=1.[C:51]([O:56]C(C)(C)C)(=[O:55])[C@@H:52]([CH3:54])O, predict the reaction product. The product is: [B:23]([C:18]1[CH:17]=[C:16]([Cl:15])[CH:21]=[CH:20][C:19]=1[O:22][C@@H:52]([CH3:54])[C:51]([OH:56])=[O:55])([OH:24])[OH:27]. (3) The product is: [ClH:1].[CH3:11][O:9][C:8]([C@@H:4]1[C@@H:3]([OH:2])[CH2:7][CH2:6][NH:5]1)=[O:10]. Given the reactants [ClH:1].[OH:2][C@H:3]1[CH2:7][CH2:6][NH:5][C@@H:4]1[C:8]([OH:10])=[O:9].[CH3:11]O, predict the reaction product. (4) Given the reactants [F:1][C:2]1[CH:7]=[CH:6][C:5]([N:8]2[C:16]3[C:11](=[CH:12][C:13]([CH:17]([OH:25])[C:18]([CH3:24])([CH3:23])[C:19]([O:21][CH3:22])=[O:20])=[CH:14][CH:15]=3)[CH:10]=[N:9]2)=[CH:4][CH:3]=1.[CH2:26](OC(=N)C(Cl)(Cl)Cl)[C:27]1[CH:32]=[CH:31][CH:30]=[CH:29][CH:28]=1, predict the reaction product. The product is: [CH2:26]([O:25][CH:17]([C:13]1[CH:12]=[C:11]2[C:16](=[CH:15][CH:14]=1)[N:8]([C:5]1[CH:6]=[CH:7][C:2]([F:1])=[CH:3][CH:4]=1)[N:9]=[CH:10]2)[C:18]([CH3:23])([CH3:24])[C:19]([O:21][CH3:22])=[O:20])[C:27]1[CH:32]=[CH:31][CH:30]=[CH:29][CH:28]=1.